The task is: Regression/Classification. Given a drug SMILES string, predict its absorption, distribution, metabolism, or excretion properties. Task type varies by dataset: regression for continuous measurements (e.g., permeability, clearance, half-life) or binary classification for categorical outcomes (e.g., BBB penetration, CYP inhibition). For this dataset (clearance_microsome_az), we predict log10(clearance) (log10 of the in vitro intrinsic clearance, CLint, in uL/min per mg of human liver microsomal protein, equivalently mL/min/g; values are censored to the assay range of 3 to 150, which is 0.477 to 2.18 on this log10 scale).. This data is from Microsomal clearance measurements from AstraZeneca. The molecule is Cc1cccc(Nc2ccccc2C(=O)O)c1C. The log10(clearance) is 0.950.